This data is from Catalyst prediction with 721,799 reactions and 888 catalyst types from USPTO. The task is: Predict which catalyst facilitates the given reaction. (1) The catalyst class is: 109. Reactant: C([Sn](CCCC)(CCCC)[C:6]1[S:7][CH:8]=[CH:9][N:10]=1)CCC.I[C:20]1[CH:21]=[C:22]([CH:24]=[CH:25][CH:26]=1)[NH2:23]. Product: [S:7]1[CH:8]=[CH:9][N:10]=[C:6]1[C:20]1[CH:21]=[C:22]([CH:24]=[CH:25][CH:26]=1)[NH2:23]. (2) Reactant: [Br:1][C:2]1[C:3]([CH3:9])=[CH:4][C:5]([OH:8])=[N:6][CH:7]=1.O[CH2:11][C:12]1([C:16]([O:18][CH2:19][CH3:20])=[O:17])[CH2:15][CH2:14][CH2:13]1.C1(P(C2C=CC=CC=2)C2C=CC=CC=2)C=CC=CC=1.N(C(OCC)=O)=NC(OCC)=O.C1(C)C=CC=CC=1. Product: [Br:1][C:2]1[C:3]([CH3:9])=[CH:4][C:5]([O:8][CH2:11][C:12]2([C:16]([O:18][CH2:19][CH3:20])=[O:17])[CH2:15][CH2:14][CH2:13]2)=[N:6][CH:7]=1. The catalyst class is: 7. (3) Product: [C:1]([C:8]1[S:9][C:10]([CH2:17][NH2:18])=[C:11]([C:13]([OH:15])=[O:14])[N:12]=1)([O:3][C:4]([CH3:7])([CH3:6])[CH3:5])=[O:2]. The catalyst class is: 20. Reactant: [C:1]([C:8]1[S:9][C:10]([CH2:17][NH2:18])=[C:11]([C:13]([O:15]C)=[O:14])[N:12]=1)([O:3][C:4]([CH3:7])([CH3:6])[CH3:5])=[O:2].[OH-].[Na+].CCCCCC.CC(C)=O.